From a dataset of Catalyst prediction with 721,799 reactions and 888 catalyst types from USPTO. Predict which catalyst facilitates the given reaction. (1) Reactant: F[C:2]1[CH:7]=[C:6]([F:8])[C:5]([F:9])=[CH:4][C:3]=1[N+:10]([O-:12])=[O:11].[NH2:13][C:14]1[S:15][CH:16]=[CH:17][C:18]=1[C:19]#[N:20].[H-].[Na+]. Product: [F:9][C:5]1[C:6]([F:8])=[CH:7][C:2]([NH:13][C:14]2[S:15][CH:16]=[CH:17][C:18]=2[C:19]#[N:20])=[C:3]([N+:10]([O-:12])=[O:11])[CH:4]=1. The catalyst class is: 1. (2) Reactant: [Cl:1][C:2](=[CH:5][CH3:6])[CH:3]=O.[C:7]1([S:13]([C:16]#[N:17])(=[O:15])=[O:14])[CH:12]=[CH:11][CH:10]=[CH:9][CH:8]=1.C1(C)C=CC=CC=1.B(OCCCC)(OCCCC)OCCCC. Product: [C:7]1([S:13]([C:16]2[CH:6]=[CH:5][C:2]([Cl:1])=[CH:3][N:17]=2)(=[O:14])=[O:15])[CH:8]=[CH:9][CH:10]=[CH:11][CH:12]=1. The catalyst class is: 51. (3) Reactant: [CH3:1][N:2]1[CH2:7][CH2:6][N:5]([C:8]([NH:10][CH2:11][C:12]([O:14]CC2C=CC=CC=2)=[O:13])=[O:9])[CH2:4][CH2:3]1.[H][H].O. Product: [CH3:1][N:2]1[CH2:3][CH2:4][N:5]([C:8]([NH:10][CH2:11][C:12]([OH:14])=[O:13])=[O:9])[CH2:6][CH2:7]1. The catalyst class is: 43. (4) Product: [CH:11]([CH:12]([CH:13]=[O:14])[C:3]([O:5][CH2:6][CH3:7])=[O:4])=[O:10]. Reactant: [H-].[Na+].[CH:3]([O:5][CH2:6][CH3:7])=[O:4].C([O:10][CH:11](OCC)[CH2:12][C:13](OCC)=[O:14])C. The catalyst class is: 6. (5) Reactant: [Cl:1][C:2]1[CH:3]=[CH:4][C:5]([N:15]2[CH:19]=[C:18]([C:20]([F:23])([F:22])[F:21])[N:17]=[N:16]2)=[C:6]([C:8]2[N:13]=[CH:12][N:11]=[C:10]([OH:14])[CH:9]=2)[CH:7]=1.CN(C(ON1N=NC2C=CC=NC1=2)=[N+](C)C)C.F[P-](F)(F)(F)(F)F.C1CCN2C(=NCCC2)CC1.N[C@@H:60]1[C:76]2[CH:77]=[C:72]([CH:73]=[CH:74][CH:75]=2)[C:71]2[N:70]([CH:78]([F:80])[F:79])[N:69]=[CH:68][C:67]=2[NH:66][C:65](=[O:81])[C@H:64]([CH3:82])[CH2:63][CH2:62][CH2:61]1. Product: [Cl:1][C:2]1[CH:3]=[CH:4][C:5]([N:15]2[CH:19]=[C:18]([C:20]([F:21])([F:23])[F:22])[N:17]=[N:16]2)=[C:6]([C:8]2[N:13]=[CH:12][N:11]([C@@H:60]3[C:76]4[CH:77]=[C:72]([CH:73]=[CH:74][CH:75]=4)[C:71]4[N:70]([CH:78]([F:80])[F:79])[N:69]=[CH:68][C:67]=4[NH:66][C:65](=[O:81])[C@H:64]([CH3:82])[CH2:63][CH2:62][CH2:61]3)[C:10](=[O:14])[CH:9]=2)[CH:7]=1. The catalyst class is: 705. (6) Reactant: [Br:1][C:2]1[CH:8]=[CH:7][C:5]([NH2:6])=[CH:4][CH:3]=1.C(O[CH:12]=[C:13]([C:19]([O:21][CH2:22][CH3:23])=[O:20])[C:14]([O:16][CH2:17][CH3:18])=[O:15])C. Product: [Br:1][C:2]1[CH:8]=[CH:7][C:5]([NH:6][CH:12]=[C:13]([C:14]([O:16][CH2:17][CH3:18])=[O:15])[C:19]([O:21][CH2:22][CH3:23])=[O:20])=[CH:4][CH:3]=1. The catalyst class is: 8.